This data is from Catalyst prediction with 721,799 reactions and 888 catalyst types from USPTO. The task is: Predict which catalyst facilitates the given reaction. (1) Reactant: [CH3:1][C:2]1[C:11]([CH2:12][C:13]2[CH:14]=[CH:15][C:16]([C:19]3[CH:24]=[CH:23][N:22]=[C:21]([CH3:25])[CH:20]=3)=[N:17][CH:18]=2)=[CH:10][C:5]([C:6]([O:8][CH3:9])=[O:7])=[C:4](OS(C(F)(F)F)(=O)=O)[CH:3]=1.[CH2:34](C([Sn])=C(CCCC)CCCC)[CH2:35]CC.[Cl-].[Li+].[F-].[K+]. Product: [CH3:1][C:2]1[C:11]([CH2:12][C:13]2[CH:14]=[CH:15][C:16]([C:19]3[CH:24]=[CH:23][N:22]=[C:21]([CH3:25])[CH:20]=3)=[N:17][CH:18]=2)=[CH:10][C:5]([C:6]([O:8][CH3:9])=[O:7])=[C:4]([CH:34]=[CH2:35])[CH:3]=1. The catalyst class is: 233. (2) Reactant: [Br:1][C:2]1[CH:3]=[C:4]2[C:10]([C:11]([O:13][CH3:14])=[O:12])=[N:9][NH:8][C:5]2=[N:6][CH:7]=1.Cl[C:16]([C:29]1[CH:34]=[CH:33][CH:32]=[CH:31][CH:30]=1)([C:23]1[CH:28]=[CH:27][CH:26]=[CH:25][CH:24]=1)[C:17]1[CH:22]=[CH:21][CH:20]=[CH:19][CH:18]=1. Product: [Br:1][C:2]1[CH:3]=[C:4]2[C:10]([C:11]([O:13][CH3:14])=[O:12])=[N:9][N:8]([C:16]([C:17]3[CH:22]=[CH:21][CH:20]=[CH:19][CH:18]=3)([C:29]3[CH:30]=[CH:31][CH:32]=[CH:33][CH:34]=3)[C:23]3[CH:24]=[CH:25][CH:26]=[CH:27][CH:28]=3)[C:5]2=[N:6][CH:7]=1. The catalyst class is: 2. (3) Reactant: Cl.[F:2][C:3]1[CH:8]=[CH:7][CH:6]=[C:5]([F:9])[C:4]=1[C@H:10]([NH2:13])[CH:11]=[CH2:12].[CH3:14][C:15]([O:18][C:19](O[C:19]([O:18][C:15]([CH3:17])([CH3:16])[CH3:14])=[O:20])=[O:20])([CH3:17])[CH3:16]. Product: [F:2][C:3]1[CH:8]=[CH:7][CH:6]=[C:5]([F:9])[C:4]=1[C@H:10]([NH:13][C:19](=[O:20])[O:18][C:15]([CH3:17])([CH3:16])[CH3:14])[CH:11]=[CH2:12]. The catalyst class is: 2. (4) Reactant: [CH:1](=[O:8])[C:2]1[CH:7]=[CH:6][CH:5]=[CH:4][CH:3]=1.[CH:9]([Mg]Br)=[CH2:10].O.Cl. Product: [C:2]1([CH:1]([OH:8])[CH:9]=[CH2:10])[CH:7]=[CH:6][CH:5]=[CH:4][CH:3]=1. The catalyst class is: 7. (5) Reactant: [S-2:1].[Na+].[Na+].Cl[C:5]([C:9]([CH3:12])([CH3:11])[CH3:10])=[CH:6][C:7]#[N:8].Cl[CH2:14][C:15]#[N:16].C[O-].[Na+]. Product: [C:9]([C:5]1[S:1][C:14]([C:15]#[N:16])=[C:7]([NH2:8])[CH:6]=1)([CH3:12])([CH3:11])[CH3:10]. The catalyst class is: 656.